From a dataset of Forward reaction prediction with 1.9M reactions from USPTO patents (1976-2016). Predict the product of the given reaction. (1) Given the reactants [H-].[Na+].[F:3][C:4]1[CH:5]=[C:6]2[C:10](=[CH:11][CH:12]=1)[NH:9][CH:8]=[C:7]2[CH:13]=[O:14].Br[CH2:16][CH2:17][O:18][CH3:19].O, predict the reaction product. The product is: [F:3][C:4]1[CH:5]=[C:6]2[C:10](=[CH:11][CH:12]=1)[N:9]([CH2:16][CH2:17][O:18][CH3:19])[CH:8]=[C:7]2[CH:13]=[O:14]. (2) Given the reactants [OH:1][C:2]1[CH:3]=[CH:4][C:5](/[CH:14]=[CH:15]/[C:16]([O:18][CH2:19][CH3:20])=[O:17])=[C:6]([C:8]2[CH:13]=[CH:12][CH:11]=[CH:10][CH:9]=2)[CH:7]=1.[H][H], predict the reaction product. The product is: [OH:1][C:2]1[CH:3]=[CH:4][C:5]([CH2:14][CH2:15][C:16]([O:18][CH2:19][CH3:20])=[O:17])=[C:6]([C:8]2[CH:13]=[CH:12][CH:11]=[CH:10][CH:9]=2)[CH:7]=1. (3) Given the reactants [Br:1][C:2]1[CH:8]=[CH:7][C:6]([F:9])=[CH:5][C:3]=1[NH2:4].C[Si]([N-][Si](C)(C)C)(C)C.[Na+].[C:20](O[C:20]([O:22][C:23]([CH3:26])([CH3:25])[CH3:24])=[O:21])([O:22][C:23]([CH3:26])([CH3:25])[CH3:24])=[O:21], predict the reaction product. The product is: [Br:1][C:2]1[CH:8]=[CH:7][C:6]([F:9])=[CH:5][C:3]=1[NH:4][C:20](=[O:21])[O:22][C:23]([CH3:26])([CH3:25])[CH3:24]. (4) Given the reactants Br[CH:2](Br)[C:3]1[CH:8]=[CH:7][C:6]([O:9][CH3:10])=[CH:5][C:4]=1[N+:11]([O-:13])=[O:12].C([O-])(O)=[O:16].[Na+], predict the reaction product. The product is: [CH3:10][O:9][C:6]1[CH:7]=[CH:8][C:3]([CH:2]=[O:16])=[C:4]([N+:11]([O-:13])=[O:12])[CH:5]=1.